This data is from Experimentally validated miRNA-target interactions with 360,000+ pairs, plus equal number of negative samples. The task is: Binary Classification. Given a miRNA mature sequence and a target amino acid sequence, predict their likelihood of interaction. (1) The miRNA is hsa-miR-4285 with sequence GCGGCGAGUCCGACUCAU. The protein sequence of the target gene is MASRAVVRARRCPQCPQVRAAAAAPAWAALPLSRSLPPCSNSSSFSMPLFLLLLLVLLLLLEDAGAQQGDGCGHTVLGPESGTLTSINYPQTYPNSTVCEWEIRVKMGERVRIKFGDFDIEDSDSCHFNYLRIYNGIGVSRTEIGKYCGLGLQMNHSIESKGNEITLLFMSGIHVSGRGFLASYSVIDKQDLITCLDTASNFLEPEFSKYCPAGCLLPFAEISGTIPHGYRDSSPLCMAGVHAGVVSNTLGGQISVVISKGIPYYESSLANNVTSVVGHLSTSLFTFKTSGCYGTLGMES.... Result: 0 (no interaction). (2) The miRNA is hsa-miR-502-5p with sequence AUCCUUGCUAUCUGGGUGCUA. The protein sequence of the target gene is MAAPLLHTRLSGDVTAAASATLSASRTGLSDMLALESDFFNSPPKKTVRFGGTVTEVLLKYKKGETNDLELLKNQLSDPDIKDDQIINWLLEFRSSVMYLTKDFEQLINIILRLPWLNRSQRVVEEYLAFLGNLVSAQTVFLRPCLSMIASHFVPPRVIVKEGGIDVSDSDDEDDNLPAIFDTCHRALQIITRYVPSTPWFLMPILVEKFPFVRKSERTLECYVHNLLRISLYFPTLRREILELVIEKLLKLDVSVSRQDIEDAEEKAAQTCGGTDTTEGLFNMDEDEDTDPEKKADQEQ.... Result: 0 (no interaction).